Dataset: NCI-60 drug combinations with 297,098 pairs across 59 cell lines. Task: Regression. Given two drug SMILES strings and cell line genomic features, predict the synergy score measuring deviation from expected non-interaction effect. (1) Cell line: HS 578T. Drug 1: CCC1=CC2CC(C3=C(CN(C2)C1)C4=CC=CC=C4N3)(C5=C(C=C6C(=C5)C78CCN9C7C(C=CC9)(C(C(C8N6C)(C(=O)OC)O)OC(=O)C)CC)OC)C(=O)OC.C(C(C(=O)O)O)(C(=O)O)O. Drug 2: CN(C)C1=NC(=NC(=N1)N(C)C)N(C)C. Synergy scores: CSS=55.0, Synergy_ZIP=3.47, Synergy_Bliss=5.53, Synergy_Loewe=-55.2, Synergy_HSA=0.492. (2) Drug 1: C1=CC(=CC=C1C#N)C(C2=CC=C(C=C2)C#N)N3C=NC=N3. Drug 2: C1CN(CCN1C(=O)CCBr)C(=O)CCBr. Cell line: UACC62. Synergy scores: CSS=26.1, Synergy_ZIP=-7.74, Synergy_Bliss=1.53, Synergy_Loewe=3.37, Synergy_HSA=3.32.